Task: Predict the product of the given reaction.. Dataset: Forward reaction prediction with 1.9M reactions from USPTO patents (1976-2016) (1) Given the reactants [CH3:1][O:2][C:3]1[CH:8]=[CH:7][C:6]([S:9]([N:12]2[C@H:17]([C:18]([O:20]CC)=[O:19])[C@@H:16]3[CH2:23][C@H:13]2[CH2:14][CH2:15]3)(=[O:11])=[O:10])=[CH:5][CH:4]=1.CO.[OH-].[Na+].Cl, predict the reaction product. The product is: [CH3:1][O:2][C:3]1[CH:8]=[CH:7][C:6]([S:9]([N:12]2[C@H:17]([C:18]([OH:20])=[O:19])[C@@H:16]3[CH2:23][C@H:13]2[CH2:14][CH2:15]3)(=[O:11])=[O:10])=[CH:5][CH:4]=1. (2) Given the reactants [Br:1][C:2]1[CH:3]=[CH:4][C:5]([OH:11])=[C:6]([C:8](=[O:10])[CH3:9])[CH:7]=1.[F:12][C:13]([F:24])([F:23])[O:14][C:15]1[CH:22]=[CH:21][C:18]([CH:19]=O)=[CH:17][CH:16]=1.[OH-].[Na+].Cl, predict the reaction product. The product is: [Br:1][C:2]1[CH:3]=[CH:4][C:5]([OH:11])=[C:6]([C:8](=[O:10])/[CH:9]=[CH:19]/[C:18]2[CH:21]=[CH:22][C:15]([O:14][C:13]([F:12])([F:23])[F:24])=[CH:16][CH:17]=2)[CH:7]=1. (3) Given the reactants [CH3:1][C:2]1[CH:7]=[CH:6][C:5]([S:8]([O:11][CH2:12][CH:13]2[CH2:17][C:16]3[CH:18]=[CH:19][CH:20]=[C:21](Br)[C:15]=3[O:14]2)(=[O:10])=[O:9])=[CH:4][CH:3]=1.[CH3:23][C:24]1[CH:29]=[CH:28][C:27]([CH3:30])=[CH:26][C:25]=1B(O)O, predict the reaction product. The product is: [CH3:1][C:2]1[CH:7]=[CH:6][C:5]([S:8]([O:11][CH2:12][CH:13]2[CH2:17][C:16]3[CH:18]=[CH:19][CH:20]=[C:21]([C:25]4[CH:26]=[C:27]([CH3:30])[CH:28]=[CH:29][C:24]=4[CH3:23])[C:15]=3[O:14]2)(=[O:10])=[O:9])=[CH:4][CH:3]=1. (4) The product is: [CH3:14][C:12]1[CH:11]=[C:10]([CH3:15])[N:9]=[C:8]([N:1]2[CH2:6][CH2:5][NH:4][CH2:3][CH2:2]2)[CH:13]=1. Given the reactants [NH:1]1[CH2:6][CH2:5][NH:4][CH2:3][CH2:2]1.Cl[C:8]1[CH:13]=[C:12]([CH3:14])[CH:11]=[C:10]([CH3:15])[N:9]=1, predict the reaction product. (5) Given the reactants [C:1]1([CH3:12])[CH:6]=[CH:5][CH:4]=[C:3]([O:7][CH2:8][C:9](Cl)=[O:10])[CH:2]=1.[CH:13]([NH:16][CH2:17][C:18]1[O:22][N:21]=[C:20]([C:23]2[CH:28]=[CH:27][CH:26]=[CH:25][CH:24]=2)[N:19]=1)([CH3:15])[CH3:14].C(N(CC)CC)C, predict the reaction product. The product is: [CH:13]([N:16]([CH2:17][C:18]1[O:22][N:21]=[C:20]([C:23]2[CH:28]=[CH:27][CH:26]=[CH:25][CH:24]=2)[N:19]=1)[C:9](=[O:10])[CH2:8][O:7][C:3]1[CH:2]=[C:1]([CH3:12])[CH:6]=[CH:5][CH:4]=1)([CH3:15])[CH3:14]. (6) Given the reactants CO[C:3]([C@H:5]1[CH2:10][CH2:9][C@@H:8]([O:11][CH2:12][CH2:13][CH2:14][CH2:15][O:16]CC2C=CC=CC=2)[CH2:7][CH2:6]1)=O.[OH-].[Na+].[CH3:26][NH-:27].[H-].[Al+3].[Li+].[H-].[H-].[H-].[C:34]([O:38][C:39]([O:41]C(OC(C)(C)C)=O)=O)([CH3:37])([CH3:36])[CH3:35], predict the reaction product. The product is: [C:34]([O:38][C:39](=[O:41])[N:27]([CH2:3][C@H:5]1[CH2:6][CH2:7][C@@H:8]([O:11][CH2:12][CH2:13][CH2:14][CH2:15][OH:16])[CH2:9][CH2:10]1)[CH3:26])([CH3:37])([CH3:36])[CH3:35].